Dataset: Forward reaction prediction with 1.9M reactions from USPTO patents (1976-2016). Task: Predict the product of the given reaction. (1) Given the reactants Br[C:2]1[CH:7]=[CH:6][C:5]([C@@H:8]([NH:10][C:11](=[O:17])[O:12][C:13]([CH3:16])([CH3:15])[CH3:14])[CH3:9])=[CH:4][CH:3]=1.C([Li])CCC.[BH4-].[Na+].Cl.[O:26]1CCC[CH2:27]1, predict the reaction product. The product is: [OH:26][CH2:27][C:2]1[CH:7]=[CH:6][C:5]([C@@H:8]([NH:10][C:11](=[O:17])[O:12][C:13]([CH3:16])([CH3:15])[CH3:14])[CH3:9])=[CH:4][CH:3]=1. (2) Given the reactants [C:1]([C:4]1[S:8][C:7]([C:9]2[CH:10]=[C:11]([Cl:27])[C:12]3[O:16][CH:15]([CH2:17][NH:18][C:19](=[O:25])OC(C)(C)C)[CH2:14][C:13]=3[CH:26]=2)=[CH:6][CH:5]=1)(=[O:3])[CH3:2].CCN=C=[N:32][CH2:33][CH2:34][CH2:35][N:36]([CH3:38])C.[CH:39]1[CH:40]=CC2N(O)N=NC=2[CH:44]=1.CCN(C(C)C)C(C)C, predict the reaction product. The product is: [C:1]([C:4]1[S:8][C:7]([C:9]2[CH:10]=[C:11]([Cl:27])[C:12]3[O:16][CH:15]([CH2:17][NH:18][C:19](=[O:25])/[CH:44]=[CH:39]/[C:40]4[CH:38]=[N:36][CH:35]=[CH:34][C:33]=4[NH2:32])[CH2:14][C:13]=3[CH:26]=2)=[CH:6][CH:5]=1)(=[O:3])[CH3:2]. (3) The product is: [C:1]([O:5][C:6](=[O:22])[NH:7][C:8]1[CH:13]=[C:12]([CH2:14][CH2:15][CH3:16])[C:11]([C:17]([F:20])([F:19])[F:18])=[CH:10][C:9]=1[NH:21][C:28](=[O:27])[CH2:29][C:30]([C:32]1[CH:37]=[CH:36][CH:35]=[C:34]([C:38]2[CH:39]=[N:40][C:41]([CH:44]3[CH2:45][CH2:46]3)=[CH:42][CH:43]=2)[CH:33]=1)=[O:31])([CH3:2])([CH3:3])[CH3:4]. Given the reactants [C:1]([O:5][C:6](=[O:22])[NH:7][C:8]1[CH:13]=[C:12]([CH2:14][CH2:15][CH3:16])[C:11]([C:17]([F:20])([F:19])[F:18])=[CH:10][C:9]=1[NH2:21])([CH3:4])([CH3:3])[CH3:2].C([O:27][C:28](=O)[CH2:29][C:30]([C:32]1[CH:37]=[CH:36][CH:35]=[C:34]([C:38]2[CH:39]=[N:40][C:41]([CH:44]3[CH2:46][CH2:45]3)=[CH:42][CH:43]=2)[CH:33]=1)=[O:31])(C)(C)C, predict the reaction product. (4) Given the reactants [NH2:1][C@@H:2]([C@@H:5]([CH3:8])[CH2:6][CH3:7])[CH2:3][OH:4], predict the reaction product. The product is: [CH:5]([CH:2]1[NH:1][C:3](=[O:4])[CH:2]([CH:5]([CH2:6][CH3:7])[CH3:8])[NH:1][C:3]1=[O:4])([CH2:6][CH3:7])[CH3:8]. (5) Given the reactants [Cl:1][C:2]1[CH:3]=[C:4]2[CH:12]([OH:13])[C:11]3[CH:14]=[C:15]([CH:18]([OH:22])[CH:19]([F:21])[F:20])[CH:16]=[CH:17][C:10]=3[CH:9]=[CH:8][C:5]2=[N:6][CH:7]=1, predict the reaction product. The product is: [Cl:1][C:2]1[CH:3]=[C:4]2[C:12](=[O:13])[C:11]3[CH:14]=[C:15]([CH:18]([OH:22])[CH:19]([F:20])[F:21])[CH:16]=[CH:17][C:10]=3[CH:9]=[CH:8][C:5]2=[N:6][CH:7]=1.